This data is from NCI-60 drug combinations with 297,098 pairs across 59 cell lines. The task is: Regression. Given two drug SMILES strings and cell line genomic features, predict the synergy score measuring deviation from expected non-interaction effect. (1) Drug 1: C1=CC(=CC=C1CCCC(=O)O)N(CCCl)CCCl. Drug 2: CCC1(CC2CC(C3=C(CCN(C2)C1)C4=CC=CC=C4N3)(C5=C(C=C6C(=C5)C78CCN9C7C(C=CC9)(C(C(C8N6C=O)(C(=O)OC)O)OC(=O)C)CC)OC)C(=O)OC)O.OS(=O)(=O)O. Cell line: HS 578T. Synergy scores: CSS=42.0, Synergy_ZIP=-6.03, Synergy_Bliss=-3.75, Synergy_Loewe=-4.96, Synergy_HSA=-4.62. (2) Drug 1: CS(=O)(=O)C1=CC(=C(C=C1)C(=O)NC2=CC(=C(C=C2)Cl)C3=CC=CC=N3)Cl. Drug 2: C1=NC2=C(N1)C(=S)N=CN2. Cell line: CAKI-1. Synergy scores: CSS=8.74, Synergy_ZIP=-12.8, Synergy_Bliss=-20.1, Synergy_Loewe=-50.6, Synergy_HSA=-19.8. (3) Drug 1: CC1C(C(CC(O1)OC2CC(OC(C2O)C)OC3=CC4=CC5=C(C(=O)C(C(C5)C(C(=O)C(C(C)O)O)OC)OC6CC(C(C(O6)C)O)OC7CC(C(C(O7)C)O)OC8CC(C(C(O8)C)O)(C)O)C(=C4C(=C3C)O)O)O)O. Drug 2: C1CN(CCN1C(=O)CCBr)C(=O)CCBr. Cell line: NCI-H322M. Synergy scores: CSS=43.6, Synergy_ZIP=1.49, Synergy_Bliss=1.22, Synergy_Loewe=-42.5, Synergy_HSA=-0.628. (4) Drug 1: C1=NC2=C(N=C(N=C2N1C3C(C(C(O3)CO)O)O)F)N. Drug 2: C(CCl)NC(=O)N(CCCl)N=O. Cell line: SW-620. Synergy scores: CSS=18.4, Synergy_ZIP=-2.38, Synergy_Bliss=-0.0742, Synergy_Loewe=-0.440, Synergy_HSA=-0.678. (5) Drug 1: C1CCC(C(C1)N)N.C(=O)(C(=O)[O-])[O-].[Pt+4]. Drug 2: C1CN(P(=O)(OC1)NCCCl)CCCl. Cell line: M14. Synergy scores: CSS=-1.88, Synergy_ZIP=-19.1, Synergy_Bliss=-41.5, Synergy_Loewe=-44.6, Synergy_HSA=-44.6. (6) Drug 1: CCC1(CC2CC(C3=C(CCN(C2)C1)C4=CC=CC=C4N3)(C5=C(C=C6C(=C5)C78CCN9C7C(C=CC9)(C(C(C8N6C=O)(C(=O)OC)O)OC(=O)C)CC)OC)C(=O)OC)O.OS(=O)(=O)O. Synergy scores: CSS=0.199, Synergy_ZIP=1.82, Synergy_Bliss=2.26, Synergy_Loewe=-1.53, Synergy_HSA=-1.47. Cell line: OVCAR-8. Drug 2: C1CN(P(=O)(OC1)NCCCl)CCCl. (7) Drug 1: CNC(=O)C1=NC=CC(=C1)OC2=CC=C(C=C2)NC(=O)NC3=CC(=C(C=C3)Cl)C(F)(F)F. Drug 2: C1CC(=O)NC(=O)C1N2C(=O)C3=CC=CC=C3C2=O. Cell line: SK-MEL-5. Synergy scores: CSS=11.1, Synergy_ZIP=-4.02, Synergy_Bliss=1.15, Synergy_Loewe=-0.159, Synergy_HSA=0.664.